From a dataset of Peptide-MHC class I binding affinity with 185,985 pairs from IEDB/IMGT. Regression. Given a peptide amino acid sequence and an MHC pseudo amino acid sequence, predict their binding affinity value. This is MHC class I binding data. (1) The peptide sequence is DFKTWLKAKL. The MHC is Patr-A0701 with pseudo-sequence Patr-A0701. The binding affinity (normalized) is 0. (2) The peptide sequence is GYSFSIPGY. The MHC is HLA-A11:01 with pseudo-sequence HLA-A11:01. The binding affinity (normalized) is 0.0847. (3) The peptide sequence is WPWYVWLGFI. The MHC is HLA-B35:01 with pseudo-sequence HLA-B35:01. The binding affinity (normalized) is 0. (4) The peptide sequence is CLIFLLVLL. The MHC is HLA-A02:01 with pseudo-sequence HLA-A02:01. The binding affinity (normalized) is 0.574. (5) The peptide sequence is KNYPASLHK. The MHC is HLA-A02:06 with pseudo-sequence HLA-A02:06. The binding affinity (normalized) is 0.405. (6) The peptide sequence is FPRIWLHGL. The MHC is HLA-A30:02 with pseudo-sequence HLA-A30:02. The binding affinity (normalized) is 0.